Dataset: Forward reaction prediction with 1.9M reactions from USPTO patents (1976-2016). Task: Predict the product of the given reaction. (1) Given the reactants [F:1][C:2]([F:25])([CH3:24])[CH2:3][O:4][C:5]1[N:10]=[CH:9][C:8]([CH2:11][N:12]2C(=O)C3C(=CC=CC=3)C2=O)=[CH:7][C:6]=1[CH3:23].CCCCCCCCCCCCN, predict the reaction product. The product is: [F:25][C:2]([F:1])([CH3:24])[CH2:3][O:4][C:5]1[N:10]=[CH:9][C:8]([CH2:11][NH2:12])=[CH:7][C:6]=1[CH3:23]. (2) Given the reactants [CH2:1]([NH2:8])[C:2]1[CH:7]=[CH:6][CH:5]=[CH:4][CH:3]=1.[C:9]([NH:17][C:18]1[S:19][C:20]([C:24](O)=[O:25])=[C:21]([Cl:23])[N:22]=1)(=[O:16])[C:10]1[CH:15]=[CH:14][CH:13]=[CH:12][CH:11]=1, predict the reaction product. The product is: [CH2:1]([NH:8][C:24]([C:20]1[S:19][C:18]([NH:17][C:9](=[O:16])[C:10]2[CH:15]=[CH:14][CH:13]=[CH:12][CH:11]=2)=[N:22][C:21]=1[Cl:23])=[O:25])[C:2]1[CH:7]=[CH:6][CH:5]=[CH:4][CH:3]=1.